This data is from Full USPTO retrosynthesis dataset with 1.9M reactions from patents (1976-2016). The task is: Predict the reactants needed to synthesize the given product. Given the product [C:10]([O:14][C:15](=[O:19])[CH2:16][CH2:17][NH:18][C:7]([C:5]1[S:6][C:2]([Cl:1])=[CH:3][CH:4]=1)=[O:9])([CH3:13])([CH3:12])[CH3:11], predict the reactants needed to synthesize it. The reactants are: [Cl:1][C:2]1[S:6][C:5]([C:7]([OH:9])=O)=[CH:4][CH:3]=1.[C:10]([O:14][C:15](=[O:19])[CH2:16][CH2:17][NH2:18])([CH3:13])([CH3:12])[CH3:11].[B-](F)(F)(F)F.CCOC(C(C#N)=NOC(N(C)C)=[N+](C)C)=O.C(N(CC)CC)C.